Task: Predict the reaction yield, written as a fraction of the theoretical maximum amount of product (1.0 means a 100% yield; for example, 0.34 means a 34% yield).. Dataset: Reaction yield outcomes from USPTO patents with 853,638 reactions (1) The reactants are Br[C:2]1[CH:9]=[CH:8][C:5]([CH:6]=[O:7])=[CH:4][CH:3]=1.[C:10]1([C:16]#[CH:17])[CH:15]=[CH:14][CH:13]=[CH:12][CH:11]=1. The catalyst is C(N(CC)CC)C. The product is [C:10]1([C:16]#[C:17][C:2]2[CH:9]=[CH:8][C:5]([CH:6]=[O:7])=[CH:4][CH:3]=2)[CH:15]=[CH:14][CH:13]=[CH:12][CH:11]=1. The yield is 0.630. (2) The reactants are [CH2:1]([O:8][C:9](=[O:23])[NH:10][C@H:11]([C:14]1[CH:19]=[CH:18][C:17]([OH:20])=[CH:16][C:15]=1[O:21][CH3:22])[CH2:12][OH:13])[C:2]1[CH:7]=[CH:6][CH:5]=[CH:4][CH:3]=1.[CH3:24][C:25]([Si:28](Cl)([CH3:30])[CH3:29])([CH3:27])[CH3:26].N1C=CN=C1.CCOC(C)=O.O. The catalyst is C(Cl)Cl. The product is [CH2:1]([O:8][C:9](=[O:23])[NH:10][C@H:11]([C:14]1[CH:19]=[CH:18][C:17]([O:20][Si:28]([C:25]([CH3:27])([CH3:26])[CH3:24])([CH3:30])[CH3:29])=[CH:16][C:15]=1[O:21][CH3:22])[CH2:12][OH:13])[C:2]1[CH:7]=[CH:6][CH:5]=[CH:4][CH:3]=1. The yield is 0.590. (3) The reactants are N(OCCC(C)C)=O.N[C:10]1[C:11]([N+:32]([O-:34])=[O:33])=[C:12]2[C:17](=[C:18]([CH3:21])[C:19]=1[F:20])[N:16]([C@@H:22]1[CH2:24][C@@H:23]1[F:25])[CH:15]=[C:14]([C:26]([O:28][CH2:29][CH3:30])=[O:27])[C:13]2=[O:31].O.C(Cl)(Cl)Cl. The catalyst is CN(C)C=O. The product is [F:20][C:19]1[C:18]([CH3:21])=[C:17]2[C:12]([C:13](=[O:31])[C:14]([C:26]([O:28][CH2:29][CH3:30])=[O:27])=[CH:15][N:16]2[C@@H:22]2[CH2:24][C@@H:23]2[F:25])=[C:11]([N+:32]([O-:34])=[O:33])[CH:10]=1. The yield is 0.610. (4) The reactants are [CH:1]([C:4]1C=[CH:10][CH:9]=[CH:8][C:5]=1C#N)([CH3:3])[CH3:2].[OH-:12].[K+].Cl.[CH2:15]([OH:18])[CH2:16]O. The product is [CH:1]([C:4]1[CH:5]=[CH:8][CH:9]=[CH:10][C:16]=1[C:15]([OH:18])=[O:12])([CH3:3])[CH3:2]. The catalyst is O.C(OCC)(=O)C. The yield is 0.870. (5) The reactants are [O:1]=[C:2]1[C:10]2([C:14]3=[CH:15][C:16]4[O:20][CH2:19][O:18][C:17]=4[CH:21]=[C:13]3[O:12][CH2:11]2)[C:9]2[C:4](=[CH:5][CH:6]=[CH:7][CH:8]=2)[N:3]1[CH2:22][CH2:23][C:24]#[N:25].[NH2:26][OH:27]. The catalyst is CS(C)=O. The product is [OH:27][N:26]=[C:24]([NH2:25])[CH2:23][CH2:22][N:3]1[C:4]2[C:9](=[CH:8][CH:7]=[CH:6][CH:5]=2)[C:10]2([C:14]3=[CH:15][C:16]4[O:20][CH2:19][O:18][C:17]=4[CH:21]=[C:13]3[O:12][CH2:11]2)[C:2]1=[O:1]. The yield is 0.910. (6) The reactants are [Cl:1][C:2]1[CH:3]=[CH:4][C:5]2[C:11](=[O:12])[CH2:10][CH2:9][C:8](=[O:13])[NH:7][C:6]=2[CH:14]=1.[C:15](=O)([O-])[O-].[Cs+].[Cs+].CI. The catalyst is C1COCC1.CN(C=O)C. The product is [Cl:1][C:2]1[CH:3]=[CH:4][C:5]2[C:11](=[O:12])[CH2:10][CH2:9][C:8](=[O:13])[N:7]([CH3:15])[C:6]=2[CH:14]=1. The yield is 0.450.